This data is from Reaction yield outcomes from USPTO patents with 853,638 reactions. The task is: Predict the reaction yield, written as a fraction of the theoretical maximum amount of product (1.0 means a 100% yield; for example, 0.34 means a 34% yield). (1) The reactants are C[O-:2].[Na+].[C:4]1([P:10]([C:17]2[CH:22]=[CH:21][CH:20]=[CH:19][CH:18]=2)[C:11]2[CH:16]=[CH:15][CH:14]=[CH:13][CH:12]=2)[CH:9]=[CH:8][CH:7]=[CH:6][CH:5]=1. No catalyst specified. The product is [C:17]1([P:10](=[O:2])([C:4]2[CH:5]=[CH:6][CH:7]=[CH:8][CH:9]=2)[C:11]2[CH:16]=[CH:15][CH:14]=[CH:13][CH:12]=2)[CH:18]=[CH:19][CH:20]=[CH:21][CH:22]=1. The yield is 0.230. (2) The product is [F:13][C:14]1[CH:15]=[C:16]([C:46]2[CH:51]=[CH:50][CH:49]=[CH:48][C:47]=2[C:52]2[NH:3][C:4](=[O:7])[O:5][N:53]=2)[CH:17]=[CH:18][C:19]=1[CH2:20][C:21]1[C:26](=[O:27])[N:25]([C:28]2[CH:33]=[CH:32][C:31]([O:34][C:35]([CH3:41])([CH3:40])[C:36]([OH:39])([CH3:37])[CH3:38])=[CH:30][CH:29]=2)[C:24]([CH3:42])=[N:23][C:22]=1[CH2:43][CH2:44][CH3:45]. The reactants are [Cl-].O[NH3+:3].[C:4](=[O:7])([O-])[OH:5].[Na+].CS(C)=O.[F:13][C:14]1[CH:15]=[C:16]([C:46]2[C:47]([C:52]#[N:53])=[CH:48][CH:49]=[CH:50][CH:51]=2)[CH:17]=[CH:18][C:19]=1[CH2:20][C:21]1[C:26](=[O:27])[N:25]([C:28]2[CH:33]=[CH:32][C:31]([O:34][C:35]([CH3:41])([CH3:40])[C:36]([OH:39])([CH3:38])[CH3:37])=[CH:30][CH:29]=2)[C:24]([CH3:42])=[N:23][C:22]=1[CH2:43][CH2:44][CH3:45]. The catalyst is O.C(OCC)(=O)C. The yield is 0.840. (3) The reactants are [NH:1]1[C:9]2[C:4](=[CH:5][CH:6]=[CH:7][CH:8]=2)[C:3](/[CH:10]=[CH:11]/[C:12]2[CH:25]=[CH:24][C:15]([C:16]([NH:18][CH2:19][C:20]([O:22]C)=[O:21])=[O:17])=[CH:14][CH:13]=2)=[N:2]1.[OH-].[Na+].Cl. The catalyst is C1COCC1. The product is [NH:1]1[C:9]2[C:4](=[CH:5][CH:6]=[CH:7][CH:8]=2)[C:3](/[CH:10]=[CH:11]/[C:12]2[CH:13]=[CH:14][C:15]([C:16]([NH:18][CH2:19][C:20]([OH:22])=[O:21])=[O:17])=[CH:24][CH:25]=2)=[N:2]1. The yield is 0.420. (4) The reactants are Br[C:2]([F:17])([F:16])[O:3][C:4]1[CH:13]=[CH:12][C:7]([C:8]([O:10][CH3:11])=[O:9])=[CH:6][C:5]=1[O:14][CH3:15].[Sb](F)(F)[F:19]. The catalyst is C(OCC)C.[Sb](Cl)(Cl)(Cl)(Cl)Cl. The product is [CH3:15][O:14][C:5]1[CH:6]=[C:7]([CH:12]=[CH:13][C:4]=1[O:3][C:2]([F:17])([F:19])[F:16])[C:8]([O:10][CH3:11])=[O:9]. The yield is 0.543.